Dataset: Reaction yield outcomes from USPTO patents with 853,638 reactions. Task: Predict the reaction yield, written as a fraction of the theoretical maximum amount of product (1.0 means a 100% yield; for example, 0.34 means a 34% yield). The reactants are FC(F)(F)C1C=C(NC(=O)NC2C=CC(C3SC(CCC(O)=O)=NC=3)=CC=2)C=CC=1.[Cl:31][C:32]1[CH:33]=[C:34]([NH:38][C:39](=[O:62])[NH:40][C:41]2[CH:46]=[CH:45][C:44]([C:47]3[S:51][C:50]([CH:52]4[CH2:57][CH2:56][CH:55]([C:58]([O:60]C)=[O:59])[CH2:54][CH2:53]4)=[N:49][CH:48]=3)=[CH:43][CH:42]=2)[CH:35]=[CH:36][CH:37]=1. No catalyst specified. The product is [Cl:31][C:32]1[CH:33]=[C:34]([NH:38][C:39](=[O:62])[NH:40][C:41]2[CH:42]=[CH:43][C:44]([C:47]3[S:51][C:50]([CH:52]4[CH2:53][CH2:54][CH:55]([C:58]([OH:60])=[O:59])[CH2:56][CH2:57]4)=[N:49][CH:48]=3)=[CH:45][CH:46]=2)[CH:35]=[CH:36][CH:37]=1. The yield is 0.430.